Dataset: Full USPTO retrosynthesis dataset with 1.9M reactions from patents (1976-2016). Task: Predict the reactants needed to synthesize the given product. (1) Given the product [CH3:31][O:32][C:33]1[CH:34]=[C:35]([CH:39]2[CH2:44][N:43]3[CH:45]=[C:46]([C:48]([NH:61][CH:52]([CH2:53][CH2:54][C:55]4[CH:60]=[CH:59][CH:58]=[CH:57][CH:56]=4)[CH3:51])=[O:50])[N:47]=[C:42]3[CH2:41][CH2:40]2)[CH:36]=[CH:37][CH:38]=1, predict the reactants needed to synthesize it. The reactants are: CN(C(ON1N=NC2C=CC=CC1=2)=[N+](C)C)C.[B-](F)(F)(F)F.CN1CCOCC1.Cl.[CH3:31][O:32][C:33]1[CH:34]=[C:35]([CH:39]2[CH2:44][N:43]3[CH:45]=[C:46]([C:48]([OH:50])=O)[N:47]=[C:42]3[CH2:41][CH2:40]2)[CH:36]=[CH:37][CH:38]=1.[CH3:51][CH:52]([NH2:61])[CH2:53][CH2:54][C:55]1[CH:60]=[CH:59][CH:58]=[CH:57][CH:56]=1. (2) Given the product [Br:10][CH:11]([CH3:15])[C:12]([NH:1][CH2:2][CH2:3][S:4]([O-:7])(=[O:6])=[O:5])=[O:13].[Na+:9], predict the reactants needed to synthesize it. The reactants are: [NH2:1][CH2:2][CH2:3][S:4]([OH:7])(=[O:6])=[O:5].[OH-].[Na+:9].[Br:10][CH:11]([CH3:15])[C:12](Br)=[O:13]. (3) Given the product [F:2][C:3]1[CH:20]=[CH:19][C:6]([C:7]([N:9]2[CH2:14][CH2:13][CH2:12][C@H:11]([C:15]([NH:17][NH:18][C:26](=[O:27])[C:25]3[CH:29]=[CH:30][C:22]([F:21])=[CH:23][CH:24]=3)=[O:16])[CH2:10]2)=[O:8])=[CH:5][CH:4]=1, predict the reactants needed to synthesize it. The reactants are: Cl.[F:2][C:3]1[CH:20]=[CH:19][C:6]([C:7]([N:9]2[CH2:14][CH2:13][CH2:12][C@H:11]([C:15]([NH:17][NH2:18])=[O:16])[CH2:10]2)=[O:8])=[CH:5][CH:4]=1.[F:21][C:22]1[CH:30]=[CH:29][C:25]([C:26](O)=[O:27])=[CH:24][CH:23]=1.C1C=CC2N(O)N=NC=2C=1.CCN=C=NCCCN(C)C.Cl.C(N(CC)CC)C.Cl. (4) Given the product [CH3:12][C:7]([CH3:13])([CH2:8][C:9]([O:11][C@H:16]1[CH2:33][CH2:32][C@@:31]2([CH3:34])[C@@H:18]([CH2:19][CH2:20][C@:21]3([CH3:53])[C@@H:30]2[CH2:29][CH2:28][C@H:27]2[C@@:22]3([CH3:52])[CH2:23][CH2:24][C@@:25]3([CH2:42][CH2:43][NH:44][C:45]([O:46][C:47]([CH3:50])([CH3:49])[CH3:48])=[O:51])[CH2:37][C:36](=[O:38])[C:35]([CH:39]([CH3:40])[CH3:41])=[C:26]32)[C:17]1([CH3:55])[CH3:54])=[O:10])[C:6]([O:5][C:1]([CH3:4])([CH3:2])[CH3:3])=[O:14], predict the reactants needed to synthesize it. The reactants are: [C:1]([O:5][C:6](=[O:14])[C:7]([CH3:13])([CH3:12])[CH2:8][C:9]([OH:11])=[O:10])([CH3:4])([CH3:3])[CH3:2].O[C@H:16]1[CH2:33][CH2:32][C@@:31]2([CH3:34])[C@@H:18]([CH2:19][CH2:20][C@:21]3([CH3:53])[C@@H:30]2[CH2:29][CH2:28][C@H:27]2[C@@:22]3([CH3:52])[CH2:23][CH2:24][C@@:25]3([CH2:42][CH2:43][NH:44][C:45](=[O:51])[O:46][C:47]([CH3:50])([CH3:49])[CH3:48])[CH2:37][C:36](=[O:38])[C:35]([CH:39]([CH3:41])[CH3:40])=[C:26]32)[C:17]1([CH3:55])[CH3:54].[NH4+].[Cl-].CC(=O)OCC. (5) Given the product [C:45]([OH:47])(=[O:46])[CH2:37][CH2:38][CH2:39][CH2:40][CH2:71][CH2:70][CH2:69][CH2:68][CH2:67][CH2:66][CH2:59][CH2:60][CH2:61][CH2:62][CH3:63], predict the reactants needed to synthesize it. The reactants are: C(N(CC(O)=O)CC(O)=O)CN(CC(O)=O)CC(O)=O.CC(C[C@H](NC(C)=O)C(N[C@H](C(N[C@H:37]([C:45]([OH:47])=[O:46])[CH2:38][CH2:39][CH2:40]N=C(N)N)=O)CC(C)C)=O)C.CCC(CO[C:59](C(N(CC[NH+](C)C)C)=O)([C:66]1[CH:71]=[CH:70][CH:69]=[CH:68][CH:67]=1)[C:60]1C=C[CH:63]=[CH:62][CH:61]=1)CC.[Cl-].[C@@H]1(N2C3N=CN=C(N)C=3N=C2)O[C@H](COP(OP(OCC([C@H](C(NCCC(NCCS)=O)=O)O)(C)C)(O)=O)(O)=O)[C@@H](OP(O)(O)=O)[C@H]1O.P(OC[C@H]1O[C@@H](N2C3N=CN=C(N)C=3N=C2)[C@H](O)[C@@H]1O)(OP(OP(O)(O)=O)(O)=O)(=O)O.CCCCCCCCCCCCOS([O-])(=O)=O.[Na+]. (6) Given the product [CH3:1][C:2]1[O:6][N:5]=[C:4]([C:7]2[CH:12]=[CH:11][CH:10]=[CH:9][CH:8]=2)[C:3]=1[C:13]1[CH:18]=[CH:17][CH:16]=[CH:15][CH:14]=1, predict the reactants needed to synthesize it. The reactants are: [CH3:1][C:2]1(O)[O:6][N:5]=[C:4]([C:7]2[CH:12]=[CH:11][CH:10]=[CH:9][CH:8]=2)[CH:3]1[C:13]1[CH:18]=[CH:17][CH:16]=[CH:15][CH:14]=1.FC(F)(F)C(O)=O. (7) Given the product [CH3:34][C:5]([O:7][C:8]1[CH:13]=[CH:12][C:11]([CH2:14][N:15]([C:17]2[S:21][C:20]([C:22]3[CH:23]=[CH:24][C:25]([C:28]([F:30])([F:31])[F:29])=[CH:26][CH:27]=3)=[N:19][C:18]=2[CH3:32])[CH3:16])=[CH:10][C:9]=1[CH3:33])([CH3:6])[C:4]([OH:35])=[O:3], predict the reactants needed to synthesize it. The reactants are: C([O:3][C:4](=[O:35])[C:5]([CH3:34])([O:7][C:8]1[CH:13]=[CH:12][C:11]([CH2:14][N:15]([C:17]2[S:21][C:20]([C:22]3[CH:27]=[CH:26][C:25]([C:28]([F:31])([F:30])[F:29])=[CH:24][CH:23]=3)=[N:19][C:18]=2[CH3:32])[CH3:16])=[CH:10][C:9]=1[CH3:33])[CH3:6])C.[OH-].[Na+]. (8) Given the product [C:10]([O:18][CH2:19][C@:20]12[C@@H:26]([O:27][CH2:28][C:29]3[CH:34]=[CH:33][CH:32]=[CH:31][CH:30]=3)[C@@H:23]([O:24][CH2:25]1)[C@H:22]([N:35]1[CH:43]=[N:42][C:41]3[C:36]1=[N:37][CH:38]=[N:39][C:40]=3[Cl:3])[O:21]2)(=[O:17])[C:11]1[CH:16]=[CH:15][CH:14]=[CH:13][CH:12]=1, predict the reactants needed to synthesize it. The reactants are: S(Cl)([Cl:3])=O.CN(C=O)C.[C:10]([O:18][CH2:19][C@:20]12[C@@H:26]([O:27][CH2:28][C:29]3[CH:34]=[CH:33][CH:32]=[CH:31][CH:30]=3)[C@@H:23]([O:24][CH2:25]1)[C@H:22]([N:35]1[CH:43]=[N:42][C:41]3[C:40](=O)[NH:39][CH:38]=[N:37][C:36]1=3)[O:21]2)(=[O:17])[C:11]1[CH:16]=[CH:15][CH:14]=[CH:13][CH:12]=1.